Dataset: Full USPTO retrosynthesis dataset with 1.9M reactions from patents (1976-2016). Task: Predict the reactants needed to synthesize the given product. (1) The reactants are: C(O[C:6]([N:8]1[CH2:12][C:11](=[N:13][O:14][CH2:15][C:16]2[CH:21]=[CH:20][C:19]([O:22][CH3:23])=[CH:18][CH:17]=2)[CH2:10][C@H:9]1[C:24]([OH:26])=O)=[O:7])(C)(C)C.[N:27]([C:30]1[CH:35]=[CH:34][CH:33]=[C:32]([CH3:36])[CH:31]=1)=C=O.[NH:37]1[CH2:42][CH2:41][O:40][CH2:39][CH2:38]1. Given the product [CH3:23][O:22][C:19]1[CH:18]=[CH:17][C:16]([CH2:15][O:14][N:13]=[C:11]2[CH2:12][N:8]([C:6]([NH:27][C:30]3[CH:35]=[CH:34][CH:33]=[C:32]([CH3:36])[CH:31]=3)=[O:7])[C@H:9]([C:24]([N:37]3[CH2:42][CH2:41][O:40][CH2:39][CH2:38]3)=[O:26])[CH2:10]2)=[CH:21][CH:20]=1, predict the reactants needed to synthesize it. (2) Given the product [CH3:24][O:25][C:26]1[CH:27]=[CH:28][C:29]2[N:30]([N:36]=[C:37]([C:50]3[CH:55]=[CH:54][CH:53]=[CH:52][CH:51]=3)[C:38]=2[CH2:39][C:40]2[CH:48]=[CH:47][CH:46]=[C:45]3[C:41]=2[CH2:42][O:43][C:44]3=[O:49])[CH:31]=1, predict the reactants needed to synthesize it. The reactants are: [F-].C([N+](CCCC)(CCCC)CCCC)CCC.O1CCCC1.[CH3:24][O:25][C:26]1[CH:27]=[CH:28][C:29]2[N:30]([N:36]=[C:37]([C:50]3[CH:55]=[CH:54][CH:53]=[CH:52][CH:51]=3)[C:38]=2[CH2:39][C:40]2[CH:48]=[CH:47][CH:46]=[C:45]3[C:41]=2[CH2:42][O:43][C:44]3=[O:49])[C:31]=1[Si](C)(C)C.[Cl-].[NH4+]. (3) Given the product [CH:49]([N:21]1[CH2:26][CH2:25][N:24]([C:27]2[CH:32]=[CH:31][C:30]([C:2]3[N:11]=[C:10]([NH:12][C@@H:13]4[CH2:17][CH2:16][O:15][CH2:14]4)[C:9]4[C:8](=[O:18])[N:7]([CH3:19])[CH:6]=[N:5][C:4]=4[CH:3]=3)=[CH:29][CH:28]=2)[CH2:23][CH2:22]1)([CH3:50])[CH3:48], predict the reactants needed to synthesize it. The reactants are: Cl[C:2]1[N:11]=[C:10]([NH:12][C@@H:13]2[CH2:17][CH2:16][O:15][CH2:14]2)[C:9]2[C:8](=[O:18])[N:7]([CH3:19])[CH:6]=[N:5][C:4]=2[CH:3]=1.C[N:21]1[CH2:26][CH2:25][N:24]([C:27]2[CH:32]=[CH:31][C:30](B3OC(C)(C)C(C)(C)O3)=[CH:29][CH:28]=2)[CH2:23][CH2:22]1.C([O-])([O-])=O.[K+].[K+].[CH3:48][CH:49](O)[CH3:50]. (4) Given the product [Cl:1][C:2]1[N:7]=[C:6]([NH:9][C:10]2[C:11]([F:18])=[C:12]([CH2:16][OH:17])[CH:13]=[CH:14][CH:15]=2)[CH:5]=[CH:4][N:3]=1, predict the reactants needed to synthesize it. The reactants are: [Cl:1][C:2]1[N:7]=[C:6](Cl)[CH:5]=[CH:4][N:3]=1.[NH2:9][C:10]1[C:11]([F:18])=[C:12]([CH2:16][OH:17])[CH:13]=[CH:14][CH:15]=1.C(N(CC)CC)C.